The task is: Predict the reaction yield, written as a fraction of the theoretical maximum amount of product (1.0 means a 100% yield; for example, 0.34 means a 34% yield).. This data is from Reaction yield outcomes from USPTO patents with 853,638 reactions. The reactants are [C:1]([OH:9])(=O)[C:2]1[CH:7]=[CH:6][CH:5]=[CH:4][CH:3]=1.[NH2:10][C:11]1[S:15][C:14]([C:16]2[CH:21]=[CH:20][N:19]=[C:18]([NH:22][C:23]3[CH:24]=[C:25]([CH3:29])[CH:26]=[CH:27][CH:28]=3)[N:17]=2)=[CH:13][CH:12]=1.CN(C(ON1N=NC2C=CC=NC1=2)=[N+](C)C)C.F[P-](F)(F)(F)(F)F. The catalyst is CN(C1C=CN=CC=1)C.CN(C=O)C.CS(C)=O. The product is [C:25]1([CH3:29])[CH:26]=[CH:27][CH:28]=[C:23]([NH:22][C:18]2[N:17]=[C:16]([C:14]3[S:15][C:11]([NH:10][C:1](=[O:9])[C:2]4[CH:3]=[CH:4][CH:5]=[CH:6][CH:7]=4)=[CH:12][CH:13]=3)[CH:21]=[CH:20][N:19]=2)[CH:24]=1. The yield is 0.220.